From a dataset of Reaction yield outcomes from USPTO patents with 853,638 reactions. Predict the reaction yield, written as a fraction of the theoretical maximum amount of product (1.0 means a 100% yield; for example, 0.34 means a 34% yield). (1) The reactants are [CH3:1][O:2][CH:3]1[CH2:8][CH2:7][N:6]([C:9]2[N:14]=[C:13]([NH:15][C:16]3[N:21]=[CH:20][C:19]4[N:22]([CH3:38])[C:23]([C:25]5[CH:26]=[N:27][N:28](COCC[Si](C)(C)C)[CH:29]=5)=[N:24][C:18]=4[CH:17]=3)[CH:12]=[CH:11][N:10]=2)[CH2:5][CH2:4]1.[ClH:39]. The catalyst is CO. The product is [ClH:39].[ClH:39].[CH3:1][O:2][CH:3]1[CH2:4][CH2:5][N:6]([C:9]2[N:14]=[C:13]([NH:15][C:16]3[N:21]=[CH:20][C:19]4[N:22]([CH3:38])[C:23]([C:25]5[CH:29]=[N:28][NH:27][CH:26]=5)=[N:24][C:18]=4[CH:17]=3)[CH:12]=[CH:11][N:10]=2)[CH2:7][CH2:8]1. The yield is 0.800. (2) The reactants are C(OC(=O)[NH:7][C@H:8]([CH2:27][C:28]1[CH:33]=[CH:32][C:31]([O:34][CH3:35])=[CH:30][CH:29]=1)[C:9]([N:11]1[CH2:14][C:13]([O:22][CH2:23][C:24]#[C:25][CH3:26])([C:15]2[CH:20]=[CH:19][CH:18]=[CH:17][C:16]=2[CH3:21])[CH2:12]1)=[O:10])(C)(C)C.Cl. The catalyst is C(OCC)(=O)C. The product is [NH2:7][C@H:8]([CH2:27][C:28]1[CH:29]=[CH:30][C:31]([O:34][CH3:35])=[CH:32][CH:33]=1)[C:9]([N:11]1[CH2:12][C:13]([O:22][CH2:23][C:24]#[C:25][CH3:26])([C:15]2[CH:20]=[CH:19][CH:18]=[CH:17][C:16]=2[CH3:21])[CH2:14]1)=[O:10]. The yield is 1.00. (3) The reactants are [CH3:1][N:2]1[CH2:7][CH2:6][CH:5]([NH:8][CH2:9][C:10]2[CH:15]=[C:14]([F:16])[CH:13]=[C:12]([N+:17]([O-])=O)[CH:11]=2)[CH2:4][CH2:3]1.CO.Cl.[OH-].[Na+]. The catalyst is C(OCC)(=O)C.[Fe]. The product is [CH3:1][N:2]1[CH2:3][CH2:4][CH:5]([NH:8][CH2:9][C:10]2[CH:15]=[C:14]([F:16])[CH:13]=[C:12]([NH2:17])[CH:11]=2)[CH2:6][CH2:7]1. The yield is 0.690. (4) The yield is 0.950. The catalyst is CCO.O.[Fe]. The reactants are [Cl:1][C:2]1[CH:3]=[CH:4][C:5]([N+:13]([O-])=O)=[C:6]([C:8](=[O:12])[CH2:9][CH2:10][CH3:11])[CH:7]=1.[NH4+].[Cl-]. The product is [NH2:13][C:5]1[CH:4]=[CH:3][C:2]([Cl:1])=[CH:7][C:6]=1[C:8](=[O:12])[CH2:9][CH2:10][CH3:11]. (5) The reactants are [C:1](Cl)(=[O:3])[CH3:2].[N+:5]([C:8]1[CH:9]=[CH:10][C:11]2[O:16][CH2:15][CH2:14][NH:13][C:12]=2[CH:17]=1)([O-:7])=[O:6].C([O-])(O)=O.[Na+]. The catalyst is C(Cl)Cl. The product is [C:1]([N:13]1[C:12]2[CH:17]=[C:8]([N+:5]([O-:7])=[O:6])[CH:9]=[CH:10][C:11]=2[O:16][CH2:15][CH2:14]1)(=[O:3])[CH3:2]. The yield is 0.900. (6) The reactants are [NH2:1][C:2]1[CH:3]=[C:4]([OH:8])[CH:5]=[CH:6][CH:7]=1.C(=O)([O-])[O-].[Cs+].[Cs+].[CH2:15]([O:22][C:23]1[CH:32]=[C:31]2[C:26]([C:27](Cl)=[N:28][CH:29]=[N:30]2)=[CH:25][C:24]=1[O:34][CH3:35])[C:16]1[CH:21]=[CH:20][CH:19]=[CH:18][CH:17]=1. The catalyst is O1CCCC1. The product is [CH2:15]([O:22][C:23]1[CH:32]=[C:31]2[C:26]([C:27]([O:8][C:4]3[CH:3]=[C:2]([CH:7]=[CH:6][CH:5]=3)[NH2:1])=[N:28][CH:29]=[N:30]2)=[CH:25][C:24]=1[O:34][CH3:35])[C:16]1[CH:21]=[CH:20][CH:19]=[CH:18][CH:17]=1. The yield is 0.740. (7) The yield is 0.770. The catalyst is O.C([O-])(=O)C.[Pd+2].C([O-])(=O)C.ClCCl.CCCCC. The product is [OH:10][C:5]1[CH:4]=[CH:3][C:2]([C:11]2[CH:16]=[CH:15][CH:14]=[CH:13][CH:12]=2)=[CH:9][C:6]=1[CH:7]=[O:8]. The reactants are Br[C:2]1[CH:9]=[C:6]([CH:7]=[O:8])[C:5]([OH:10])=[CH:4][CH:3]=1.[C:11]1(B(O)O)[CH:16]=[CH:15][CH:14]=[CH:13][CH:12]=1.C(=O)([O-])[O-].[K+].[K+].Cl.